Dataset: Reaction yield outcomes from USPTO patents with 853,638 reactions. Task: Predict the reaction yield, written as a fraction of the theoretical maximum amount of product (1.0 means a 100% yield; for example, 0.34 means a 34% yield). (1) The yield is 0.660. The reactants are Cl[CH2:2][C:3]1[N:4]=[C:5]([CH2:8][CH2:9][C:10]2[N:11]=[C:12]([C:16]3[CH:21]=[CH:20][CH:19]=[CH:18][CH:17]=3)[O:13][C:14]=2[CH3:15])[O:6][CH:7]=1.[OH:22][C:23]1[CH:28]=[CH:27][CH:26]=[CH:25][C:24]=1[CH2:29][C:30]([O:32][CH3:33])=[O:31].CN(C)C=O.[H-].[Na+]. The product is [CH3:15][C:14]1[O:13][C:12]([C:16]2[CH:21]=[CH:20][CH:19]=[CH:18][CH:17]=2)=[N:11][C:10]=1[CH2:9][CH2:8][C:5]1[O:6][CH:7]=[C:3]([CH2:2][O:22][C:23]2[CH:28]=[CH:27][CH:26]=[CH:25][C:24]=2[CH2:29][C:30]([O:32][CH3:33])=[O:31])[N:4]=1. The catalyst is O. (2) The reactants are S(=O)(=O)(O)O.COC(=O)[NH:9][CH2:10][C@H:11]([CH2:16][C:17](=[O:27])N[C@H](C1C=CC=CC=1)C)[CH2:12][CH:13]([CH3:15])[CH3:14].[OH-:29].[Na+]. No catalyst specified. The product is [CH3:15][CH:13]([CH2:12][C@H:11]([CH2:10][NH2:9])[CH2:16][C:17]([OH:27])=[O:29])[CH3:14]. The yield is 0.404. (3) The reactants are [O-]P([O-])([O-])=O.[K+].[K+].[K+].[CH2:9]([NH2:16])[C:10]1[CH:15]=[CH:14][CH:13]=[CH:12][CH:11]=1.I[C:18]1[C:27]2[C:22](=[CH:23][CH:24]=[CH:25][CH:26]=2)[CH:21]=[CH:20][CH:19]=1.C(O)CO. The catalyst is [Cu]I.CCCCCC.C(OCC)(=O)C.CC(O)C. The product is [C:18]1([NH:16][CH2:9][C:10]2[CH:15]=[CH:14][CH:13]=[CH:12][CH:11]=2)[C:27]2[C:22](=[CH:23][CH:24]=[CH:25][CH:26]=2)[CH:21]=[CH:20][CH:19]=1. The yield is 0.700. (4) The reactants are [N:1]1[CH:6]=[CH:5][CH:4]=[C:3]([CH2:7][NH:8][C:9]([NH:11][CH2:12][CH2:13][CH2:14][CH2:15][CH2:16][N:17]2[C:25]3[C:20](=[CH:21][CH:22]=[CH:23][CH:24]=3)[C:19]([C:26]([O:28]CC)=[O:27])=[CH:18]2)=[O:10])[CH:2]=1. The catalyst is C1COCC1.CO.O. The product is [N:1]1[CH:6]=[CH:5][CH:4]=[C:3]([CH2:7][NH:8][C:9]([NH:11][CH2:12][CH2:13][CH2:14][CH2:15][CH2:16][N:17]2[C:25]3[C:20](=[CH:21][CH:22]=[CH:23][CH:24]=3)[C:19]([C:26]([OH:28])=[O:27])=[CH:18]2)=[O:10])[CH:2]=1. The yield is 0.850. (5) The reactants are CS([C:5]1[N:10]=[CH:9][C:8]([C@@H:11]2[CH2:15][CH2:14][C@H:13]([NH:16][C@@H:17]([C:19]3[C:28]4[C:23](=[CH:24][CH:25]=[CH:26][CH:27]=4)[CH:22]=[CH:21][CH:20]=3)[CH3:18])[CH2:12]2)=[CH:7][N:6]=1)(=O)=O.CS(C)=O.[OH:33][CH2:34][CH2:35][NH:36][CH2:37][CH2:38][NH2:39].CCN(C(C)C)C(C)C. The catalyst is C([O-])(O)=O.[Na+]. The product is [C:19]1([C@H:17]([NH:16][C@H:13]2[CH2:14][CH2:15][C@@H:11]([C:8]3[CH:7]=[N:6][C:5]([NH:39][CH2:38][CH2:37][NH:36][CH2:35][CH2:34][OH:33])=[N:10][CH:9]=3)[CH2:12]2)[CH3:18])[C:28]2[C:23](=[CH:24][CH:25]=[CH:26][CH:27]=2)[CH:22]=[CH:21][CH:20]=1. The yield is 0.130. (6) The catalyst is C1COCC1. The product is [Br:4][C:5]1[CH:6]=[CH:7][C:8]([C:11](=[O:12])[CH3:1])=[N:9][CH:10]=1. The reactants are [CH3:1][Mg]Cl.[Br:4][C:5]1[CH:6]=[CH:7][C:8]([C:11](N(OC)C)=[O:12])=[N:9][CH:10]=1. The yield is 0.900. (7) The reactants are Cl[C:2]1[CH:3]=[CH:4][C:5]([N+:9]([O-:11])=[O:10])=[C:6]([CH:8]=1)[NH2:7].[CH3:12][O-:13].[Na+]. The catalyst is CN(C)C=O.CO. The product is [CH3:12][O:13][C:2]1[CH:3]=[CH:4][C:5]([N+:9]([O-:11])=[O:10])=[C:6]([CH:8]=1)[NH2:7]. The yield is 0.990. (8) The reactants are [Br:1][C:2]1[CH:7]=[C:6]([NH2:8])[C:5](I)=[CH:4][N:3]=1.[C:10]([C:12]1[CH:13]=[N:14][N:15]([CH3:17])[CH:16]=1)#[CH:11]. The catalyst is CN(C=O)C.C(N(CC)CC)C.C(OCC)(=O)C.[Cu]I.Cl[Pd](Cl)([P](C1C=CC=CC=1)(C1C=CC=CC=1)C1C=CC=CC=1)[P](C1C=CC=CC=1)(C1C=CC=CC=1)C1C=CC=CC=1. The product is [Br:1][C:2]1[CH:7]=[C:6]([NH2:8])[C:5]([C:11]#[C:10][C:12]2[CH:13]=[N:14][N:15]([CH3:17])[CH:16]=2)=[CH:4][N:3]=1. The yield is 0.880. (9) The reactants are [F:1][CH:2]([F:19])[C:3]1[CH:4]=[C:5]([C:10]2[CH:15]=[C:14]([O:16][CH3:17])[CH:13]=[CH:12][C:11]=2[F:18])[CH:6]=[C:7]([F:9])[CH:8]=1.S(=O)(=O)(O)O.CC(O)=O.C1C(=O)N([I:36])C(=O)C1. The catalyst is C(Cl)Cl. The product is [F:19][CH:2]([F:1])[C:3]1[CH:4]=[C:5]([C:10]2[CH:15]=[C:14]([O:16][CH3:17])[C:13]([I:36])=[CH:12][C:11]=2[F:18])[CH:6]=[C:7]([F:9])[CH:8]=1. The yield is 0.820.